This data is from Reaction yield outcomes from USPTO patents with 853,638 reactions. The task is: Predict the reaction yield, written as a fraction of the theoretical maximum amount of product (1.0 means a 100% yield; for example, 0.34 means a 34% yield). The reactants are [CH3:1][O:2][C:3]1[CH:40]=[CH:39][C:6]([CH2:7][N:8]2[C:12]3=[N:13][CH:14]=[CH:15][C:16]([O:17][C:18]4[CH:23]=[CH:22][C:21]([NH2:24])=[CH:20][C:19]=4[F:25])=[C:11]3[C:10]([C:26]3[CH2:31][CH2:30][N:29]([C:32]([O:34][C:35]([CH3:38])([CH3:37])[CH3:36])=[O:33])[CH2:28][CH:27]=3)=[N:9]2)=[CH:5][CH:4]=1.[F:41][C:42]1[CH:47]=[CH:46][C:45]([N:48]2[C:53](=[O:54])[C:52]([C:55](O)=[O:56])=[CH:51][CH:50]=[N:49]2)=[CH:44][CH:43]=1.Cl.C(N=C=NCCCN(C)C)C.N1(O)C2C=CC=CC=2N=N1.C(N(C(C)C)C(C)C)C. The catalyst is CN(C=O)C. The product is [F:25][C:19]1[CH:20]=[C:21]([NH:24][C:55]([C:52]2[C:53](=[O:54])[N:48]([C:45]3[CH:46]=[CH:47][C:42]([F:41])=[CH:43][CH:44]=3)[N:49]=[CH:50][CH:51]=2)=[O:56])[CH:22]=[CH:23][C:18]=1[O:17][C:16]1[CH:15]=[CH:14][N:13]=[C:12]2[N:8]([CH2:7][C:6]3[CH:5]=[CH:4][C:3]([O:2][CH3:1])=[CH:40][CH:39]=3)[N:9]=[C:10]([C:26]3[CH2:31][CH2:30][N:29]([C:32]([O:34][C:35]([CH3:37])([CH3:36])[CH3:38])=[O:33])[CH2:28][CH:27]=3)[C:11]=12. The yield is 0.549.